From a dataset of Peptide-MHC class II binding affinity with 134,281 pairs from IEDB. Regression. Given a peptide amino acid sequence and an MHC pseudo amino acid sequence, predict their binding affinity value. This is MHC class II binding data. (1) The peptide sequence is EKKYFAAMQFEPLAA. The MHC is HLA-DPA10301-DPB10402 with pseudo-sequence HLA-DPA10301-DPB10402. The binding affinity (normalized) is 0.955. (2) The peptide sequence is RRVFHGVAKNPVVDG. The MHC is DRB3_0301 with pseudo-sequence DRB3_0301. The binding affinity (normalized) is 0.655. (3) The peptide sequence is LTFLAVGGVLLFLSV. The MHC is DRB5_0101 with pseudo-sequence DRB5_0101. The binding affinity (normalized) is 0.